From a dataset of Full USPTO retrosynthesis dataset with 1.9M reactions from patents (1976-2016). Predict the reactants needed to synthesize the given product. (1) Given the product [CH3:1][N:2]([CH3:29])[CH2:3][CH2:4][NH:5][C:6]([C:8]1[C:21]2[C:12](=[N:13][C:14]3[C:19]([N:20]=2)=[C:18]2[CH:22]=[CH:23][CH:24]=[C:25]([O:26][CH3:27])[C:17]2=[CH:16][CH:15]=3)[CH:11]=[C:10]([O:31][CH3:30])[CH:9]=1)=[O:7], predict the reactants needed to synthesize it. The reactants are: [CH3:1][N:2]([CH3:29])[CH2:3][CH2:4][NH:5][C:6]([C:8]1[C:21]2[C:12](=[N:13][C:14]3[C:19]([N:20]=2)=[C:18]2[CH:22]=[CH:23][CH:24]=[C:25]([O:26][CH3:27])[C:17]2=[CH:16][CH:15]=3)[CH:11]=[C:10](Cl)[CH:9]=1)=[O:7].[CH3:30][O-:31].[Na+]. (2) Given the product [Cl:1][C:2]1[CH:3]=[CH:4][C:5]([CH2:18][NH:19][C:20](=[O:25])[C:21]([CH3:24])([CH3:22])[CH3:23])=[C:6]([F:17])[C:7]=1[N:8]1[C:32](=[O:33])[NH:31][C:29]([C:28]2[C:34]([F:38])=[CH:35][CH:36]=[CH:37][C:27]=2[Cl:26])=[N:9]1, predict the reactants needed to synthesize it. The reactants are: [Cl:1][C:2]1[C:7]([NH:8][NH:9]C(OC(C)(C)C)=O)=[C:6]([F:17])[C:5]([CH2:18][NH:19][C:20](=[O:25])[C:21]([CH3:24])([CH3:23])[CH3:22])=[CH:4][CH:3]=1.[Cl:26][C:27]1[CH:37]=[CH:36][CH:35]=[C:34]([F:38])[C:28]=1[C:29]([N:31]=[C:32]=[O:33])=O.C(O)(C(F)(F)F)=O. (3) The reactants are: [CH3:1][C:2]1[N:23]([CH3:24])[C:5]2[CH:6]=[C:7]([C:20]([OH:22])=O)[C:8]3[CH2:9][CH2:10][CH:11]([C:14]4[CH:19]=[CH:18][CH:17]=[CH:16][CH:15]=4)[NH:12][C:13]=3[C:4]=2[N:3]=1.[NH:25]1[CH2:27][CH2:26]1.C[N:29](C)C=O. Given the product [N:25]1([NH:29][C:20]([C:7]2[C:8]3[CH2:9][CH2:10][CH:11]([C:14]4[CH:15]=[CH:16][CH:17]=[CH:18][CH:19]=4)[NH:12][C:13]=3[C:4]3[N:3]=[C:2]([CH3:1])[N:23]([CH3:24])[C:5]=3[CH:6]=2)=[O:22])[CH2:27][CH2:26]1, predict the reactants needed to synthesize it. (4) Given the product [CH:13]1([CH2:18][O:11][C:8]2[CH:7]=[CH:6][C:5]([C:4]([OH:3])=[O:12])=[CH:10][CH:9]=2)[CH2:16][CH2:15][CH2:14]1, predict the reactants needed to synthesize it. The reactants are: C([O:3][C:4](=[O:12])[C:5]1[CH:10]=[CH:9][C:8]([OH:11])=[CH:7][CH:6]=1)C.[CH:13]1(Br)[CH2:16][CH2:15][CH2:14]1.[C:18]([O-])([O-])=O.[Cs+].[Cs+].[OH-].[Na+]. (5) Given the product [CH2:1]([N:7]1[CH2:12][CH2:11][C:10]([CH3:27])([C:13]2[CH:18]=[CH:17][CH:16]=[C:15]([C:36]([O:41][CH3:40])=[O:37])[CH:14]=2)[CH:9]([CH3:28])[CH2:8]1)[CH2:2][CH2:3][CH2:4][CH2:5][CH3:6], predict the reactants needed to synthesize it. The reactants are: [CH2:1]([N:7]1[CH2:12][CH2:11][C:10]([CH3:27])([C:13]2[CH:18]=[CH:17][CH:16]=[C:15](OS(C(F)(F)F)(=O)=O)[CH:14]=2)[CH:9]([CH3:28])[CH2:8]1)[CH2:2][CH2:3][CH2:4][CH2:5][CH3:6].C(N(CC)CC)C.[CH3:36][OH:37].CN(C)[CH:40]=[O:41].